This data is from CYP3A4 inhibition data for predicting drug metabolism from PubChem BioAssay. The task is: Regression/Classification. Given a drug SMILES string, predict its absorption, distribution, metabolism, or excretion properties. Task type varies by dataset: regression for continuous measurements (e.g., permeability, clearance, half-life) or binary classification for categorical outcomes (e.g., BBB penetration, CYP inhibition). Dataset: cyp3a4_veith. The molecule is C=C(C)[C@H]1CC=C(C)/C(=N/NC(=O)CNc2ccccc2OC)C1. The result is 1 (inhibitor).